Dataset: Catalyst prediction with 721,799 reactions and 888 catalyst types from USPTO. Task: Predict which catalyst facilitates the given reaction. (1) Reactant: [C:1]([NH:5][S:6]([C:9]1[CH:10]=[N:11][C:12]([C:15]2[N:16]([CH:28]3[CH2:32][CH2:31][CH2:30][CH2:29]3)[C:17]3[C:22]([C:23]=2[C:24]#[N:25])=[CH:21][C:20]([F:26])=[C:19]([CH3:27])[CH:18]=3)=[CH:13][CH:14]=1)(=[O:8])=[O:7])([CH3:4])([CH3:3])[CH3:2].C(O)(C(F)(F)F)=[O:34]. Product: [C:1]([NH:5][S:6]([C:9]1[CH:14]=[CH:13][C:12]([C:15]2[N:16]([CH:28]3[CH2:32][CH2:31][CH2:30][CH2:29]3)[C:17]3[C:22]([C:23]=2[C:24]([NH2:25])=[O:34])=[CH:21][C:20]([F:26])=[C:19]([CH3:27])[CH:18]=3)=[N:11][CH:10]=1)(=[O:7])=[O:8])([CH3:4])([CH3:2])[CH3:3]. The catalyst class is: 6. (2) Reactant: [Br:1][C:2]1[CH:15]=[CH:14][C:5]2[N:6]=[C:7]([CH:9]3[CH2:12][C:11](=C)[CH2:10]3)[S:8][C:4]=2[CH:3]=1.I([O-])(=O)(=O)=[O:17].[Na+]. The catalyst class is: 822. Product: [Br:1][C:2]1[CH:15]=[CH:14][C:5]2[N:6]=[C:7]([CH:9]3[CH2:12][C:11](=[O:17])[CH2:10]3)[S:8][C:4]=2[CH:3]=1.